The task is: Predict the product of the given reaction.. This data is from Forward reaction prediction with 1.9M reactions from USPTO patents (1976-2016). (1) Given the reactants C(OC([N:11]1[CH2:18][CH:17]2[CH:13]([CH2:14][N:15]([CH2:19][C:20]3[CH:25]=[CH:24][CH:23]=[CH:22][CH:21]=3)[CH2:16]2)[CH:12]1[C:26]1[CH:31]=[CH:30][C:29]([F:32])=[CH:28][C:27]=1[CH3:33])=O)C1C=CC=CC=1.Br.C(OCC)C, predict the reaction product. The product is: [CH2:19]([N:15]1[CH2:16][CH:17]2[CH2:18][NH:11][CH:12]([C:26]3[CH:31]=[CH:30][C:29]([F:32])=[CH:28][C:27]=3[CH3:33])[CH:13]2[CH2:14]1)[C:20]1[CH:21]=[CH:22][CH:23]=[CH:24][CH:25]=1. (2) Given the reactants CO[C:3]1[CH:8]=[CH:7][C:6](C)=[CH:5][C:4]=1[S:10]([C:13]1[CH:14]=[C:15]([CH2:22][OH:23])[C:16]2[O:20][CH:19]=[CH:18][C:17]=2[CH:21]=1)(=[O:12])=[O:11].C1(S(C2C=C(C(OC)=O)C3OC=CC=3C=2)(=O)=O)C=CC=CC=1, predict the reaction product. The product is: [C:4]1([S:10]([C:13]2[CH:14]=[C:15]([CH2:22][OH:23])[C:16]3[O:20][CH:19]=[CH:18][C:17]=3[CH:21]=2)(=[O:12])=[O:11])[CH:3]=[CH:8][CH:7]=[CH:6][CH:5]=1. (3) The product is: [CH:16]1[C:17]2[CH:18]([C:20]#[N:22])[C:19]3[C:10](=[CH:9][CH:8]=[CH:7][CH:6]=3)[O:11][C:12]=2[CH:13]=[CH:14][CH:15]=1. Given the reactants O=P(Cl)(Cl)Cl.[CH:6]1[C:19]2[CH:18]([C:20]([NH2:22])=O)[C:17]3[C:12](=[CH:13][CH:14]=[CH:15][CH:16]=3)[O:11][C:10]=2[CH:9]=[CH:8][CH:7]=1.[NH4+].[OH-], predict the reaction product. (4) Given the reactants C(B([CH2:6][CH3:7])CC)C.O1C=CN=C1.[Li][CH2:14][CH2:15][CH2:16][CH3:17].[CH2:18]([O:20][C:21](=[O:37])[CH:22]([CH2:28][C:29]([N:31]1[CH2:36][CH2:35][O:34][CH2:33][CH2:32]1)=[O:30])[C:23]([O:25][CH2:26][CH3:27])=[O:24])[CH3:19].[CH2:38]1[CH2:42]OC[CH2:39]1, predict the reaction product. The product is: [CH2:26]([O:25][C:23](=[O:24])[C:22]([CH2:28][C:29]([N:31]1[CH2:36][CH2:35][O:34][CH2:33][CH2:32]1)=[O:30])([CH2:42][CH:38]=[CH:39][C:7]1[CH:6]=[CH:17][CH:16]=[CH:15][CH:14]=1)[C:21]([O:20][CH2:18][CH3:19])=[O:37])[CH3:27]. (5) Given the reactants Br[CH:2]1[CH2:7][CH2:6][C:5](=[O:8])[NH:4][C:3]1=[O:9].[Cl:10][C:11]1[CH:18]=[CH:17][CH:16]=[CH:15][C:12]=1[CH2:13][NH2:14], predict the reaction product. The product is: [Cl:10][C:11]1[CH:18]=[CH:17][CH:16]=[CH:15][C:12]=1[CH2:13][NH:14][CH:2]1[CH2:7][CH2:6][C:5](=[O:8])[NH:4][C:3]1=[O:9]. (6) Given the reactants [CH3:1][O:2][C:3](=[O:23])[C:4]([C:6]1[C:14]2[C:9](=[CH:10][C:11]([O:15][CH2:16][C:17]3[CH:22]=[CH:21][CH:20]=[CH:19][CH:18]=3)=[CH:12][CH:13]=2)[NH:8][CH:7]=1)=[O:5].[H-].[Na+].[CH3:26]I, predict the reaction product. The product is: [CH3:1][O:2][C:3](=[O:23])[C:4]([C:6]1[C:14]2[C:9](=[CH:10][C:11]([O:15][CH2:16][C:17]3[CH:22]=[CH:21][CH:20]=[CH:19][CH:18]=3)=[CH:12][CH:13]=2)[N:8]([CH3:26])[CH:7]=1)=[O:5].